From a dataset of Peptide-MHC class II binding affinity with 134,281 pairs from IEDB. Regression. Given a peptide amino acid sequence and an MHC pseudo amino acid sequence, predict their binding affinity value. This is MHC class II binding data. (1) The peptide sequence is EVLARWTGIPVS. The MHC is H-2-IAs with pseudo-sequence H-2-IAs. The binding affinity (normalized) is 0.115. (2) The peptide sequence is NCEALSLVSHIVKWK. The MHC is DRB5_0101 with pseudo-sequence DRB5_0101. The binding affinity (normalized) is 0.936. (3) The peptide sequence is VRNPFFAVTALTIAY. The MHC is H-2-IAb with pseudo-sequence H-2-IAb. The binding affinity (normalized) is 0.618. (4) The peptide sequence is RYFLMAFANQIHHID. The MHC is DRB1_0901 with pseudo-sequence DRB1_0901. The binding affinity (normalized) is 1.00. (5) The peptide sequence is CNANPGLMKDVAKVF. The MHC is DRB1_0901 with pseudo-sequence DRB1_0901. The binding affinity (normalized) is 0.401. (6) The peptide sequence is EEAVVEFDLPGIK. The MHC is DRB1_0402 with pseudo-sequence DRB1_0402. The binding affinity (normalized) is 0. (7) The peptide sequence is VYEDLLAAGVADPVKVTRSA. The MHC is DRB1_0301 with pseudo-sequence DRB1_0301. The binding affinity (normalized) is 0.273.